This data is from Reaction yield outcomes from USPTO patents with 853,638 reactions. The task is: Predict the reaction yield, written as a fraction of the theoretical maximum amount of product (1.0 means a 100% yield; for example, 0.34 means a 34% yield). (1) The reactants are [F:1][C:2]1([F:16])[CH2:5][CH:4]([C:6]([O:8][CH2:9][C:10]2[CH:15]=[CH:14][CH:13]=[CH:12][CH:11]=2)=[O:7])[CH2:3]1.[CH2:17](I)[CH3:18].C[Si]([N-][Si](C)(C)C)(C)C.[K+]. The catalyst is C1COCC1. The product is [CH2:17]([C:4]1([C:6]([O:8][CH2:9][C:10]2[CH:15]=[CH:14][CH:13]=[CH:12][CH:11]=2)=[O:7])[CH2:3][C:2]([F:16])([F:1])[CH2:5]1)[CH3:18]. The yield is 0.356. (2) The reactants are [Cl:1][C:2]1[CH:3]=[C:4]([NH:9][C:10]([N:12]2[CH2:17][CH2:16][N:15]([CH2:18][C@@H:19]3[CH2:24][CH2:23][CH2:22][NH:21][CH2:20]3)[CH2:14][CH2:13]2)=[O:11])[CH:5]=[CH:6][C:7]=1[Cl:8].C(N(CC)CC)C.[S:32]1[CH:36]=[CH:35][CH:34]=[C:33]1[CH2:37][C:38](Cl)=[O:39]. The catalyst is O1CCCC1. The yield is 0.750. The product is [Cl:1][C:2]1[CH:3]=[C:4]([NH:9][C:10]([N:12]2[CH2:17][CH2:16][N:15]([CH2:18][C@@H:19]3[CH2:24][CH2:23][CH2:22][N:21]([C:38](=[O:39])[CH2:37][C:33]4[S:32][CH:36]=[CH:35][CH:34]=4)[CH2:20]3)[CH2:14][CH2:13]2)=[O:11])[CH:5]=[CH:6][C:7]=1[Cl:8]. (3) The reactants are [NH:1]1[CH:5]=[CH:4][CH:3]=[N:2]1.[H-].[Na+].[Cl:8][C:9]1[CH:17]=[CH:16][C:15](F)=[CH:14][C:10]=1[C:11]([NH2:13])=[O:12]. The catalyst is CN(C=O)C. The product is [Cl:8][C:9]1[CH:17]=[CH:16][C:15]([N:1]2[CH:5]=[CH:4][CH:3]=[N:2]2)=[CH:14][C:10]=1[C:11]([NH2:13])=[O:12]. The yield is 0.170. (4) The reactants are [CH:1]([N:4]1[CH2:9][CH2:8][CH:7]([O:10][C:11]2[CH:19]=[CH:18][C:17]3[N:16]4[C@H:20]([CH3:25])[CH2:21][NH:22][C:23](=[O:24])[C:15]4=[CH:14][C:13]=3[CH:12]=2)[CH2:6][CH2:5]1)([CH3:3])[CH3:2].[H-].[Na+].Cl.Cl[CH2:30][C:31]1[CH:36]=[CH:35][N:34]=[CH:33][CH:32]=1. No catalyst specified. The product is [CH:1]([N:4]1[CH2:9][CH2:8][CH:7]([O:10][C:11]2[CH:19]=[CH:18][C:17]3[N:16]4[C@H:20]([CH3:25])[CH2:21][N:22]([CH2:30][C:31]5[CH:36]=[CH:35][N:34]=[CH:33][CH:32]=5)[C:23](=[O:24])[C:15]4=[CH:14][C:13]=3[CH:12]=2)[CH2:6][CH2:5]1)([CH3:3])[CH3:2]. The yield is 0.680. (5) The reactants are [Cl:1][C:2]1[C:7]([N+:8]([O-:10])=[O:9])=[C:6](Cl)[CH:5]=[CH:4][N:3]=1.[C:12]([O:16][C:17]([N:19]1[CH2:24][CH2:23][NH:22][CH2:21][CH2:20]1)=[O:18])([CH3:15])([CH3:14])[CH3:13]. No catalyst specified. The product is [C:12]([O:16][C:17]([N:19]1[CH2:24][CH2:23][N:22]([C:6]2[CH:5]=[CH:4][N:3]=[C:2]([Cl:1])[C:7]=2[N+:8]([O-:10])=[O:9])[CH2:21][CH2:20]1)=[O:18])([CH3:15])([CH3:13])[CH3:14]. The yield is 0.947.